From a dataset of NCI-60 drug combinations with 297,098 pairs across 59 cell lines. Regression. Given two drug SMILES strings and cell line genomic features, predict the synergy score measuring deviation from expected non-interaction effect. (1) Drug 1: CC1=C(C=C(C=C1)C(=O)NC2=CC(=CC(=C2)C(F)(F)F)N3C=C(N=C3)C)NC4=NC=CC(=N4)C5=CN=CC=C5. Drug 2: COCCOC1=C(C=C2C(=C1)C(=NC=N2)NC3=CC=CC(=C3)C#C)OCCOC.Cl. Cell line: T-47D. Synergy scores: CSS=4.37, Synergy_ZIP=2.49, Synergy_Bliss=4.52, Synergy_Loewe=3.60, Synergy_HSA=1.94. (2) Drug 1: C1CN1C2=NC(=NC(=N2)N3CC3)N4CC4. Drug 2: C1=CC(=CC=C1CCC2=CNC3=C2C(=O)NC(=N3)N)C(=O)NC(CCC(=O)O)C(=O)O. Cell line: HOP-92. Synergy scores: CSS=30.4, Synergy_ZIP=-9.45, Synergy_Bliss=-8.58, Synergy_Loewe=-6.07, Synergy_HSA=-4.65. (3) Drug 1: CC1=C(C(CCC1)(C)C)C=CC(=CC=CC(=CC(=O)O)C)C. Drug 2: CC1=C(C(=O)C2=C(C1=O)N3CC4C(C3(C2COC(=O)N)OC)N4)N. Cell line: RPMI-8226. Synergy scores: CSS=24.8, Synergy_ZIP=-8.73, Synergy_Bliss=-4.73, Synergy_Loewe=-3.97, Synergy_HSA=0.839. (4) Drug 1: CC(CN1CC(=O)NC(=O)C1)N2CC(=O)NC(=O)C2. Drug 2: C1=NC2=C(N=C(N=C2N1C3C(C(C(O3)CO)O)F)Cl)N. Cell line: MCF7. Synergy scores: CSS=28.3, Synergy_ZIP=-5.09, Synergy_Bliss=0.0687, Synergy_Loewe=-2.41, Synergy_HSA=2.11. (5) Drug 1: CCCCCOC(=O)NC1=NC(=O)N(C=C1F)C2C(C(C(O2)C)O)O. Drug 2: CC1=C2C(C(=O)C3(C(CC4C(C3C(C(C2(C)C)(CC1OC(=O)C(C(C5=CC=CC=C5)NC(=O)OC(C)(C)C)O)O)OC(=O)C6=CC=CC=C6)(CO4)OC(=O)C)O)C)O. Cell line: SF-295. Synergy scores: CSS=-0.755, Synergy_ZIP=-1.48, Synergy_Bliss=-5.93, Synergy_Loewe=-4.58, Synergy_HSA=-5.13. (6) Drug 1: CN1C(=O)N2C=NC(=C2N=N1)C(=O)N. Drug 2: CC1CCC2CC(C(=CC=CC=CC(CC(C(=O)C(C(C(=CC(C(=O)CC(OC(=O)C3CCCCN3C(=O)C(=O)C1(O2)O)C(C)CC4CCC(C(C4)OC)OCCO)C)C)O)OC)C)C)C)OC. Cell line: SF-295. Synergy scores: CSS=5.31, Synergy_ZIP=-2.32, Synergy_Bliss=-3.71, Synergy_Loewe=-6.49, Synergy_HSA=-2.56. (7) Drug 1: CCC1(CC2CC(C3=C(CCN(C2)C1)C4=CC=CC=C4N3)(C5=C(C=C6C(=C5)C78CCN9C7C(C=CC9)(C(C(C8N6C=O)(C(=O)OC)O)OC(=O)C)CC)OC)C(=O)OC)O.OS(=O)(=O)O. Drug 2: CCCCCOC(=O)NC1=NC(=O)N(C=C1F)C2C(C(C(O2)C)O)O. Cell line: HL-60(TB). Synergy scores: CSS=68.8, Synergy_ZIP=-1.26, Synergy_Bliss=-3.12, Synergy_Loewe=-66.2, Synergy_HSA=-2.20. (8) Drug 2: CC1C(C(CC(O1)OC2CC(CC3=C2C(=C4C(=C3O)C(=O)C5=C(C4=O)C(=CC=C5)OC)O)(C(=O)CO)O)N)O.Cl. Synergy scores: CSS=26.9, Synergy_ZIP=0.412, Synergy_Bliss=2.49, Synergy_Loewe=-2.23, Synergy_HSA=2.14. Drug 1: CC1C(C(=O)NC(C(=O)N2CCCC2C(=O)N(CC(=O)N(C(C(=O)O1)C(C)C)C)C)C(C)C)NC(=O)C3=C4C(=C(C=C3)C)OC5=C(C(=O)C(=C(C5=N4)C(=O)NC6C(OC(=O)C(N(C(=O)CN(C(=O)C7CCCN7C(=O)C(NC6=O)C(C)C)C)C)C(C)C)C)N)C. Cell line: CAKI-1.